Dataset: Catalyst prediction with 721,799 reactions and 888 catalyst types from USPTO. Task: Predict which catalyst facilitates the given reaction. Reactant: [NH:1]1[CH2:6][CH2:5][S:4](=[O:8])(=[O:7])[CH2:3][CH2:2]1.CN(C=O)C.CS(O[CH2:19][C:20]1[C:21]2[CH:29]=[C:28]([CH:30]3[CH2:35][CH2:34][C:33]([CH3:37])([CH3:36])[CH2:32][CH2:31]3)[S:27][C:22]=2[N:23]=[C:24]([CH3:26])[N:25]=1)(=O)=O. Product: [CH3:36][C:33]1([CH3:37])[CH2:34][CH2:35][CH:30]([C:28]2[S:27][C:22]3[N:23]=[C:24]([CH3:26])[N:25]=[C:20]([CH2:19][N:1]4[CH2:6][CH2:5][S:4](=[O:8])(=[O:7])[CH2:3][CH2:2]4)[C:21]=3[CH:29]=2)[CH2:31][CH2:32]1. The catalyst class is: 6.